The task is: Regression. Given two drug SMILES strings and cell line genomic features, predict the synergy score measuring deviation from expected non-interaction effect.. This data is from Merck oncology drug combination screen with 23,052 pairs across 39 cell lines. (1) Drug 1: Nc1ccn(C2OC(CO)C(O)C2(F)F)c(=O)n1. Drug 2: C#Cc1cccc(Nc2ncnc3cc(OCCOC)c(OCCOC)cc23)c1. Cell line: NCIH2122. Synergy scores: synergy=19.7. (2) Drug 1: CN1C(=O)C=CC2(C)C3CCC4(C)C(NC(=O)OCC(F)(F)F)CCC4C3CCC12. Drug 2: NC1(c2ccc(-c3nc4ccn5c(=O)[nH]nc5c4cc3-c3ccccc3)cc2)CCC1. Cell line: DLD1. Synergy scores: synergy=14.2. (3) Drug 1: O=S1(=O)NC2(CN1CC(F)(F)F)C1CCC2Cc2cc(C=CCN3CCC(C(F)(F)F)CC3)ccc2C1. Drug 2: Cc1nc(Nc2ncc(C(=O)Nc3c(C)cccc3Cl)s2)cc(N2CCN(CCO)CC2)n1. Cell line: SKMES1. Synergy scores: synergy=39.0. (4) Drug 1: N#Cc1ccc(Cn2cncc2CN2CCN(c3cccc(Cl)c3)C(=O)C2)cc1. Drug 2: COc1cc(C2c3cc4c(cc3C(OC3OC5COC(C)OC5C(O)C3O)C3COC(=O)C23)OCO4)cc(OC)c1O. Cell line: A375. Synergy scores: synergy=9.82. (5) Drug 1: CS(=O)(=O)CCNCc1ccc(-c2ccc3ncnc(Nc4ccc(OCc5cccc(F)c5)c(Cl)c4)c3c2)o1. Drug 2: COC1CC2CCC(C)C(O)(O2)C(=O)C(=O)N2CCCCC2C(=O)OC(C(C)CC2CCC(OP(C)(C)=O)C(OC)C2)CC(=O)C(C)C=C(C)C(O)C(OC)C(=O)C(C)CC(C)C=CC=CC=C1C. Cell line: ZR751. Synergy scores: synergy=51.1. (6) Drug 1: CC1CC2C3CCC4=CC(=O)C=CC4(C)C3(F)C(O)CC2(C)C1(O)C(=O)CO. Drug 2: Cn1cc(-c2cnn3c(N)c(Br)c(C4CCCNC4)nc23)cn1. Cell line: EFM192B. Synergy scores: synergy=-5.79.